From a dataset of Forward reaction prediction with 1.9M reactions from USPTO patents (1976-2016). Predict the product of the given reaction. Given the reactants I[C:2]1[CH:7]=[CH:6][C:5]([N:8]2[CH2:11][CH:10]([OH:12])[CH2:9]2)=[CH:4][CH:3]=1.[B:13]1([B:13]2[O:17][C:16]([CH3:19])([CH3:18])[C:15]([CH3:21])([CH3:20])[O:14]2)[O:17][C:16]([CH3:19])([CH3:18])[C:15]([CH3:21])([CH3:20])[O:14]1.CC([O-])=O.[K+], predict the reaction product. The product is: [CH3:20][C:15]1([CH3:21])[C:16]([CH3:19])([CH3:18])[O:17][B:13]([C:2]2[CH:7]=[CH:6][C:5]([N:8]3[CH2:11][CH:10]([OH:12])[CH2:9]3)=[CH:4][CH:3]=2)[O:14]1.